From a dataset of Peptide-MHC class I binding affinity with 185,985 pairs from IEDB/IMGT. Regression. Given a peptide amino acid sequence and an MHC pseudo amino acid sequence, predict their binding affinity value. This is MHC class I binding data. (1) The peptide sequence is SLIYYQNEV. The MHC is HLA-A31:01 with pseudo-sequence HLA-A31:01. The binding affinity (normalized) is 0.0436. (2) The peptide sequence is FGDSEEPVTY. The MHC is HLA-A02:02 with pseudo-sequence HLA-A02:02. The binding affinity (normalized) is 0.135.